Dataset: Catalyst prediction with 721,799 reactions and 888 catalyst types from USPTO. Task: Predict which catalyst facilitates the given reaction. (1) Reactant: Br[C:2]1[CH:7]=[CH:6][C:5]([C:8]2([CH3:23])[CH2:11][N:10]([C:12]3[NH:13][C:14](=[O:22])[C:15]4[CH:20]=[CH:19][N:18]([CH3:21])[C:16]=4[N:17]=3)[CH2:9]2)=[CH:4][CH:3]=1.[H][H]. Product: [CH3:21][N:18]1[C:16]2[N:17]=[C:12]([N:10]3[CH2:9][C:8]([CH3:23])([C:5]4[CH:6]=[CH:7][CH:2]=[CH:3][CH:4]=4)[CH2:11]3)[NH:13][C:14](=[O:22])[C:15]=2[CH:20]=[CH:19]1. The catalyst class is: 407. (2) The catalyst class is: 3. Product: [CH2:1]([C:5]1[CH:6]=[CH:7][C:8]([C:11]([N:45]2[CH2:46][CH2:47][CH:42]([O:41][C:40]3[N:39]=[CH:38][N:37]=[C:36]4[N:32]([C:29]5[CH:28]=[CH:27][C:26]([S:23]([CH3:22])(=[O:24])=[O:25])=[CH:31][CH:30]=5)[N:33]=[CH:34][C:35]=34)[CH2:43][CH2:44]2)=[O:13])=[N:9][CH:10]=1)[CH2:2][CH2:3][CH3:4]. Reactant: [CH2:1]([C:5]1[CH:6]=[CH:7][C:8]([C:11]([OH:13])=O)=[N:9][CH:10]=1)[CH2:2][CH2:3][CH3:4].ClC(OC(C)C)=O.Cl.[CH3:22][S:23]([C:26]1[CH:31]=[CH:30][C:29]([N:32]2[C:36]3=[N:37][CH:38]=[N:39][C:40]([O:41][CH:42]4[CH2:47][CH2:46][NH:45][CH2:44][CH2:43]4)=[C:35]3[CH:34]=[N:33]2)=[CH:28][CH:27]=1)(=[O:25])=[O:24].C(N(CC)CC)C. (3) Product: [CH3:23][C:17]1[C:16]([N:4]2[CH2:5][CH:6]([C:7]([O:9][C:10]([CH3:11])([CH3:13])[CH3:12])=[O:8])[N:2]([CH3:1])[C:3]2=[O:14])=[CH:21][CH:20]=[C:19]([CH3:22])[N:18]=1. Reactant: [CH3:1][N:2]1[CH:6]([C:7]([O:9][C:10]([CH3:13])([CH3:12])[CH3:11])=[O:8])[CH2:5][NH:4][C:3]1=[O:14].Br[C:16]1[C:17]([CH3:23])=[N:18][C:19]([CH3:22])=[CH:20][CH:21]=1.C(=O)([O-])[O-].[Cs+].[Cs+].CC1(C)C2C(=C(P(C3C=CC=CC=3)C3C=CC=CC=3)C=CC=2)OC2C(P(C3C=CC=CC=3)C3C=CC=CC=3)=CC=CC1=2. The catalyst class is: 333. (4) Product: [CH2:4]([C:8]1[S:9][CH:10]=[C:11]([C:13]([OH:15])=[O:14])[N:12]=1)[CH:5]([CH3:7])[CH3:6]. Reactant: O.[OH-].[Li+].[CH2:4]([C:8]1[S:9][CH:10]=[C:11]([C:13]([O:15]CC)=[O:14])[N:12]=1)[CH:5]([CH3:7])[CH3:6].Cl. The catalyst class is: 20. (5) Reactant: [CH2:1]([O:3][C:4]1[CH:5]=[C:6]([N:13]2[CH2:18][CH2:17][NH:16][CH2:15][CH2:14]2)[CH:7]=[CH:8][C:9]=1[N+:10]([O-:12])=[O:11])[CH3:2].[CH:19]([S:21]([CH3:24])(=[O:23])=[O:22])=[CH2:20]. Product: [CH2:1]([O:3][C:4]1[CH:5]=[C:6]([N:13]2[CH2:14][CH2:15][N:16]([CH2:20][CH2:19][S:21]([CH3:24])(=[O:23])=[O:22])[CH2:17][CH2:18]2)[CH:7]=[CH:8][C:9]=1[N+:10]([O-:12])=[O:11])[CH3:2]. The catalyst class is: 12. (6) Reactant: [P:1]([O-:19])([O:11][CH2:12][C:13]1[CH:18]=[CH:17][CH:16]=[CH:15][CH:14]=1)([O:3][CH2:4][C:5]1[CH:10]=[CH:9][CH:8]=[CH:7][CH:6]=1)=[O:2].C(O[CH:24]([CH3:26])[CH3:25])(=O)C.[CH:36]1(N=C=N[CH:36]2[CH2:41][CH2:40][CH2:39][CH2:38][CH2:37]2)[CH2:41][CH2:40][CH2:39][CH2:38][CH2:37]1. Product: [CH2:12]([O:11][P:1]([O:19][P:1]([O:11][CH2:12][C:25]1[CH:24]=[CH:26][CH:10]=[CH:5][CH:6]=1)([O:3][CH2:4][C:36]1[CH:37]=[CH:38][CH:39]=[CH:40][CH:41]=1)=[O:2])(=[O:2])[O:3][CH2:4][C:5]1[CH:10]=[CH:9][CH:8]=[CH:7][CH:6]=1)[C:13]1[CH:18]=[CH:17][CH:16]=[CH:15][CH:14]=1. The catalyst class is: 194. (7) Reactant: [CH2:1]([N:4]([CH2:19][CH2:20][CH3:21])[CH2:5][CH2:6][CH2:7][CH2:8][NH:9][CH2:10][C:11]1[CH:18]=[CH:17][C:14]([CH2:15][NH2:16])=[CH:13][CH:12]=1)[CH2:2][CH3:3].[ClH:22].CO. The catalyst class is: 5. Product: [ClH:22].[CH2:19]([N:4]([CH2:1][CH2:2][CH3:3])[CH2:5][CH2:6][CH2:7][CH2:8][NH:9][CH2:10][C:11]1[CH:12]=[CH:13][C:14]([CH2:15][NH2:16])=[CH:17][CH:18]=1)[CH2:20][CH3:21]. (8) Reactant: [NH2:1][C:2]1[C:7](=[O:8])[N:6]([CH2:9][CH3:10])[N:5]=[C:4]([C:11]([OH:13])=[O:12])[CH:3]=1.Br[CH2:15][C:16]([O:18][CH2:19][C:20]1[CH:25]=[CH:24][CH:23]=[CH:22][CH:21]=1)=[O:17].C(=O)([O-])[O-].[K+].[K+]. Product: [NH2:1][C:2]1[C:7](=[O:8])[N:6]([CH2:9][CH3:10])[N:5]=[C:4]([C:11]([O:13][CH2:15][C:16]([O:18][CH2:19][C:20]2[CH:25]=[CH:24][CH:23]=[CH:22][CH:21]=2)=[O:17])=[O:12])[CH:3]=1. The catalyst class is: 9. (9) Reactant: [CH3:1][C:2]1[CH:3]=[C:4]([NH:15][C:16]2[C:17]([NH:22][C:23]3[CH:28]=[CH:27][CH:26]=[CH:25][CH:24]=3)=[N:18][CH:19]=[CH:20][N:21]=2)[CH:5]=[C:6]([CH3:14])[C:7]=1[C:8]1[CH:13]=[CH:12][N:11]=[CH:10][CH:9]=1.[ClH:29].[Cl:30]CCl.CO. Product: [Cl-:30].[Cl-:29].[CH3:14][C:6]1[CH:5]=[C:4]([NH2+:15][C:16]2[C:17]([NH2+:22][C:23]3[CH:28]=[CH:27][CH:26]=[CH:25][CH:24]=3)=[N:18][CH:19]=[CH:20][N:21]=2)[CH:3]=[C:2]([CH3:1])[C:7]=1[C:8]1[CH:9]=[CH:10][N:11]=[CH:12][CH:13]=1. The catalyst class is: 268.